From a dataset of Catalyst prediction with 721,799 reactions and 888 catalyst types from USPTO. Predict which catalyst facilitates the given reaction. (1) Reactant: CON(C)[C:4]([C:6]1[N:7]=[C:8]2[N:13]([C:14](=[O:18])[C:15]=1[O:16][CH3:17])[CH2:12][CH2:11][O:10][C:9]2([CH3:20])[CH3:19])=[O:5].[CH3:22][Mg+].[Br-]. Product: [C:4]([C:6]1[N:7]=[C:8]2[N:13]([C:14](=[O:18])[C:15]=1[O:16][CH3:17])[CH2:12][CH2:11][O:10][C:9]2([CH3:19])[CH3:20])(=[O:5])[CH3:22]. The catalyst class is: 116. (2) Reactant: [F:1][C:2]1[CH:3]=[C:4]([C:8]2[N:13]=[CH:12][C:11]([C:14]([OH:16])=O)=[CH:10][N:9]=2)[CH:5]=[CH:6][CH:7]=1.CN(C(ON1N=NC2C=CC=NC1=2)=[N+](C)C)C.F[P-](F)(F)(F)(F)F.OC1C=CC2NN=NC=2N=1.[NH2:51][N:52]1[C:60]2[C:55](=[C:56]([F:61])[CH:57]=[CH:58][CH:59]=2)[CH:54]=[CH:53]1.CCN(C(C)C)C(C)C. Product: [F:61][C:56]1[CH:57]=[CH:58][CH:59]=[C:60]2[C:55]=1[CH:54]=[CH:53][N:52]2[NH:51][C:14]([C:11]1[CH:12]=[N:13][C:8]([C:4]2[CH:5]=[CH:6][CH:7]=[C:2]([F:1])[CH:3]=2)=[N:9][CH:10]=1)=[O:16]. The catalyst class is: 3. (3) Reactant: [O:1]=[C:2]1[N:7]2[CH2:8][CH2:9][CH2:10][CH:11]([N:12]3C(=O)C4C(=CC=CC=4)C3=O)[C:6]2=[N:5][C:4]([C:23]2[CH:28]=[CH:27][N:26]=[CH:25][CH:24]=2)=[CH:3]1.O.NN. Product: [NH2:12][CH:11]1[C:6]2=[N:5][C:4]([C:23]3[CH:28]=[CH:27][N:26]=[CH:25][CH:24]=3)=[CH:3][C:2](=[O:1])[N:7]2[CH2:8][CH2:9][CH2:10]1. The catalyst class is: 8. (4) Reactant: Cl.[CH3:2][O:3][C:4]1[CH:5]=[C:6]([C:12]2[C@@H:21]3[C@@H:16]([CH2:17][CH2:18][CH2:19][CH2:20]3)[C:15](=[O:22])[N:14]([CH:23]3[CH2:28][CH2:27][NH:26][CH2:25][CH2:24]3)[N:13]=2)[CH:7]=[CH:8][C:9]=1[O:10][CH3:11].[C:29]([O:33][C:34]([NH:36][C@H:37]([C:44](O)=[O:45])[CH2:38][N:39]1[CH:43]=[CH:42][CH:41]=[N:40]1)=[O:35])([CH3:32])([CH3:31])[CH3:30].CN(C(ON1N=NC2C=CC=CC1=2)=[N+](C)C)C.F[P-](F)(F)(F)(F)F.CCN(C(C)C)C(C)C. Product: [CH3:2][O:3][C:4]1[CH:5]=[C:6]([C:12]2[C@@H:21]3[C@@H:16]([CH2:17][CH2:18][CH2:19][CH2:20]3)[C:15](=[O:22])[N:14]([CH:23]3[CH2:24][CH2:25][N:26]([C:44](=[O:45])[C@@H:37]([NH:36][C:34](=[O:35])[O:33][C:29]([CH3:30])([CH3:32])[CH3:31])[CH2:38][N:39]4[CH:43]=[CH:42][CH:41]=[N:40]4)[CH2:27][CH2:28]3)[N:13]=2)[CH:7]=[CH:8][C:9]=1[O:10][CH3:11]. The catalyst class is: 2. (5) Reactant: [OH:1][C@@H:2]([C@@H:11]([NH:16][C:17](=[O:40])[O:18][C@H:19]([C:25]1[O:26][C:27]([C:30]2[CH:35]=[CH:34][C:33]([C:36]([F:39])([F:38])[F:37])=[CH:32][CH:31]=2)=[N:28][N:29]=1)[C:20]([CH3:24])([CH3:23])[CH2:21][CH3:22])[CH2:12][CH2:13][CH2:14][CH3:15])[C:3](=[O:10])[NH:4][C:5]1[NH:9][N:8]=[CH:7][CH:6]=1.O[C@H]([C@@H](NC(=O)O[C@H](C1OC(C2C=CC(C(F)(F)F)=CC=2)=NN=1)C(C)(C)CC)CCCC)C(=O)NC1NN=CC=1.CC(OI1(OC(C)=O)(OC(C)=O)OC(=O)C2C=CC=CC1=2)=O.S(S([O-])=O)([O-])(=O)=O.[Na+].[Na+].C(=O)(O)[O-].[Na+]. Product: [O:10]=[C:3]([NH:4][C:5]1[NH:9][N:8]=[CH:7][CH:6]=1)[C:2]([C@@H:11]([NH:16][C:17](=[O:40])[O:18][C@H:19]([C:25]1[O:26][C:27]([C:30]2[CH:31]=[CH:32][C:33]([C:36]([F:38])([F:39])[F:37])=[CH:34][CH:35]=2)=[N:28][N:29]=1)[C:20]([CH3:24])([CH3:23])[CH2:21][CH3:22])[CH2:12][CH2:13][CH2:14][CH3:15])=[O:1]. The catalyst class is: 789.